From a dataset of NCI-60 drug combinations with 297,098 pairs across 59 cell lines. Regression. Given two drug SMILES strings and cell line genomic features, predict the synergy score measuring deviation from expected non-interaction effect. Drug 1: B(C(CC(C)C)NC(=O)C(CC1=CC=CC=C1)NC(=O)C2=NC=CN=C2)(O)O. Drug 2: CC1C(C(CC(O1)OC2CC(CC3=C2C(=C4C(=C3O)C(=O)C5=C(C4=O)C(=CC=C5)OC)O)(C(=O)CO)O)N)O.Cl. Cell line: M14. Synergy scores: CSS=61.8, Synergy_ZIP=-0.795, Synergy_Bliss=-2.14, Synergy_Loewe=-0.484, Synergy_HSA=0.932.